The task is: Predict the reactants needed to synthesize the given product.. This data is from Full USPTO retrosynthesis dataset with 1.9M reactions from patents (1976-2016). (1) Given the product [NH2:15][C:13]1[S:14][CH:10]=[C:9]([C:6]2[CH:7]=[CH:8][C:3]([O:2][CH3:1])=[CH:4][CH:5]=2)[N:12]=1, predict the reactants needed to synthesize it. The reactants are: [CH3:1][O:2][C:3]1[CH:8]=[CH:7][C:6]([C:9](=O)[CH3:10])=[CH:5][CH:4]=1.[NH2:12][C:13]([NH2:15])=[S:14]. (2) Given the product [C:8]([O:14][C:13](=[O:15])[N:12]([CH2:11][C:10]1[CH:20]=[CH:21][C:22]([Cl:23])=[C:8]([CH:7]=[O:6])[CH:9]=1)[CH2:16][CH:17]1[CH2:18][CH2:19]1)([CH3:9])([CH3:22])[CH3:7], predict the reactants needed to synthesize it. The reactants are: C([SiH2][O:6][C:7](C)(C)[C:8]1[CH:9]=[C:10]([CH:20]=[CH:21][C:22]=1[Cl:23])[CH2:11][N:12]([CH2:16][CH:17]1[CH2:19][CH2:18]1)[C:13](=[O:15])[OH:14])(C)(C)C.